From a dataset of Full USPTO retrosynthesis dataset with 1.9M reactions from patents (1976-2016). Predict the reactants needed to synthesize the given product. (1) The reactants are: [CH3:1][O:2][C:3]1[CH:4]=[CH:5][C:6]([N+:13]([O-:15])=[O:14])=[C:7]([S:9](O)(=[O:11])=[O:10])[CH:8]=1.O=S(Cl)[Cl:18]. Given the product [CH3:1][O:2][C:3]1[CH:4]=[CH:5][C:6]([N+:13]([O-:15])=[O:14])=[C:7]([S:9]([Cl:18])(=[O:11])=[O:10])[CH:8]=1, predict the reactants needed to synthesize it. (2) Given the product [CH3:16][C:13]1([CH3:17])[N:12]([S:24]([C:19]2[CH:20]=[CH:21][CH:22]=[CH:23][C:18]=2[CH3:28])(=[O:26])=[O:25])[N:11]([CH:2]2[CH:3]3[CH2:4][CH:5]4[CH2:6][CH:7]([CH2:8][CH:1]2[CH2:10]4)[CH2:9]3)[C:14]1=[O:15], predict the reactants needed to synthesize it. The reactants are: [CH:1]12[CH2:10][CH:5]3[CH2:6][CH:7]([CH2:9][CH:3]([CH2:4]3)[CH:2]1[N:11]1[C:14](=[O:15])[C:13]([CH3:17])([CH3:16])[NH:12]1)[CH2:8]2.[C:18]1([CH3:28])[C:19]([S:24](Cl)(=[O:26])=[O:25])=[CH:20][CH:21]=[CH:22][CH:23]=1. (3) Given the product [Cl:5][C:6]1[C:15]2[C:10](=[CH:11][C:12]([CH3:16])=[CH:13][CH:14]=2)[N:9]=[C:8]([C:17]2[CH:22]=[CH:21][CH:20]=[CH:19][C:18]=2[OH:23])[N:7]=1, predict the reactants needed to synthesize it. The reactants are: B(Br)(Br)Br.[Cl:5][C:6]1[C:15]2[C:10](=[CH:11][C:12]([CH3:16])=[CH:13][CH:14]=2)[N:9]=[C:8]([C:17]2[CH:22]=[CH:21][CH:20]=[CH:19][C:18]=2[O:23]C)[N:7]=1.C(=O)=O. (4) Given the product [ClH:46].[ClH:52].[O:1]([C:8]1[C:9]([NH:24][C:25]2[S:26][CH:27]=[C:28]([CH:30]3[CH2:35][CH2:34][N:33]([C:43](=[O:45])[CH3:44])[CH2:32][CH2:31]3)[N:29]=2)=[N:10][CH:11]=[C:12]([S:14][C:15]2[CH:20]=[CH:19][N:18]=[C:17]3[CH:21]=[CH:22][S:23][C:16]=23)[CH:13]=1)[C:2]1[CH:7]=[CH:6][CH:5]=[CH:4][CH:3]=1, predict the reactants needed to synthesize it. The reactants are: [O:1]([C:8]1[C:9]([NH:24][C:25]2[S:26][CH:27]=[C:28]([CH:30]3[CH2:35][CH2:34][NH:33][CH2:32][CH2:31]3)[N:29]=2)=[N:10][CH:11]=[C:12]([S:14][C:15]2[CH:20]=[CH:19][N:18]=[C:17]3[CH:21]=[CH:22][S:23][C:16]=23)[CH:13]=1)[C:2]1[CH:7]=[CH:6][CH:5]=[CH:4][CH:3]=1.C(N(CC)CC)C.[C:43]([Cl:46])(=[O:45])[CH3:44].C([O-])(O)=O.[Na+].[ClH:52].